This data is from Forward reaction prediction with 1.9M reactions from USPTO patents (1976-2016). The task is: Predict the product of the given reaction. (1) The product is: [F:1][C:2]1[CH:3]=[C:4]([CH:8]=[CH:9][N:10]=1)[C:5]([O:7][CH:12]([CH3:17])[CH3:13])=[O:6]. Given the reactants [F:1][C:2]1[CH:3]=[C:4]([CH:8]=[CH:9][N:10]=1)[C:5]([OH:7])=[O:6].Cl.[C:12]1(C)[CH:17]=CC=C[CH:13]=1, predict the reaction product. (2) Given the reactants [H-].[Na+].[Si:3]([O:20][CH2:21][CH2:22][O:23][CH2:24][C@H:25]([OH:36])[C:26]([NH:28][C:29]1[CH:34]=[CH:33][C:32]([F:35])=[CH:31][N:30]=1)=[O:27])([C:16]([CH3:19])([CH3:18])[CH3:17])([C:10]1[CH:15]=[CH:14][CH:13]=[CH:12][CH:11]=1)[C:4]1[CH:9]=[CH:8][CH:7]=[CH:6][CH:5]=1.Cl[C:38]1[N:43]=[CH:42][N:41]=[C:40]2[N:44]([C:47]3[C:52]([Cl:53])=[CH:51][CH:50]=[CH:49][C:48]=3[Cl:54])[N:45]=[CH:46][C:39]=12.C(O)(=O)CC(CC(O)=O)(C(O)=O)O, predict the reaction product. The product is: [Si:3]([O:20][CH2:21][CH2:22][O:23][CH2:24][C@H:25]([O:36][C:38]1[N:43]=[CH:42][N:41]=[C:40]2[N:44]([C:47]3[C:52]([Cl:53])=[CH:51][CH:50]=[CH:49][C:48]=3[Cl:54])[N:45]=[CH:46][C:39]=12)[C:26]([NH:28][C:29]1[CH:34]=[CH:33][C:32]([F:35])=[CH:31][N:30]=1)=[O:27])([C:16]([CH3:17])([CH3:18])[CH3:19])([C:10]1[CH:11]=[CH:12][CH:13]=[CH:14][CH:15]=1)[C:4]1[CH:5]=[CH:6][CH:7]=[CH:8][CH:9]=1. (3) The product is: [CH3:1][O:2][CH2:3][CH2:4][O:5][CH2:6][O:7][C:8]1[CH:9]=[CH:10][C:11]([NH2:14])=[CH:12][CH:13]=1. Given the reactants [CH3:1][O:2][CH2:3][CH2:4][O:5][CH2:6][O:7][C:8]1[CH:13]=[CH:12][C:11]([N+:14]([O-])=O)=[CH:10][CH:9]=1, predict the reaction product. (4) The product is: [Br:1][C:2]1[CH:3]=[N:4][N:5]([C:10]([CH3:17])([CH3:16])[C:11]([O:13][CH2:14][CH3:15])=[O:12])[CH:6]=1. Given the reactants [Br:1][C:2]1[CH:3]=[N:4][NH:5][CH:6]=1.[H-].[Na+].Br[C:10]([CH3:17])([CH3:16])[C:11]([O:13][CH2:14][CH3:15])=[O:12].O, predict the reaction product. (5) Given the reactants [C:1]1([N:7]2[C:12](=[O:13])[C:11]3[S:14][CH:15]=[C:16]([C:17]4[CH:22]=[CH:21][CH:20]=[CH:19][CH:18]=4)[C:10]=3[N:9]=[CH:8]2)[CH:6]=[CH:5]C=[CH:3][CH:2]=1.[NH2:23][C:24]1C(C2C=CC=CC=2)=CSC=1C(OC)=O.C(OCC)(OCC)OCC.CN1CCC(N)CC1, predict the reaction product. The product is: [CH3:24][N:23]1[CH2:3][CH2:2][CH:1]([N:7]2[C:12](=[O:13])[C:11]3[S:14][CH:15]=[C:16]([C:17]4[CH:22]=[CH:21][CH:20]=[CH:19][CH:18]=4)[C:10]=3[N:9]=[CH:8]2)[CH2:6][CH2:5]1.